From a dataset of Retrosynthesis with 50K atom-mapped reactions and 10 reaction types from USPTO. Predict the reactants needed to synthesize the given product. (1) Given the product CCOC(=O)C1CN(Cc2ccccc2)CCC1c1ccsc1, predict the reactants needed to synthesize it. The reactants are: CCOC(=O)C1=C(c2ccsc2)CCN(Cc2ccccc2)C1. (2) Given the product Cc1cc(C)c(C(=O)NC(C)C(C)(C)C)c(C)c1, predict the reactants needed to synthesize it. The reactants are: CC(N)C(C)(C)C.Cc1cc(C)c(C(=O)O)c(C)c1.